Dataset: Serine/threonine kinase 33 screen with 319,792 compounds. Task: Binary Classification. Given a drug SMILES string, predict its activity (active/inactive) in a high-throughput screening assay against a specified biological target. The molecule is O(C1CCCN(C1)C)C(=O)c1ccc(cc1)C#N. The result is 0 (inactive).